This data is from Catalyst prediction with 721,799 reactions and 888 catalyst types from USPTO. The task is: Predict which catalyst facilitates the given reaction. Reactant: C([NH:4][C:5]1[S:6][CH:7]=[C:8]([C:10]2[CH:15]=[CH:14][C:13]([N:16]3[C:24]4[C:23](=[O:25])[N:22]([C:26]5[CH:27]=[C:28]([CH:32]=[CH:33][CH:34]=5)[C:29]([OH:31])=[O:30])[C:21](=[O:35])[NH:20][C:19]=4[CH:18]=[C:17]3[Cl:36])=[CH:12][CH:11]=2)[N:9]=1)(=O)C.Cl.[Li+].[OH-]. Product: [ClH:36].[NH2:4][C:5]1[S:6][CH:7]=[C:8]([C:10]2[CH:11]=[CH:12][C:13]([N:16]3[C:24]4[C:23](=[O:25])[N:22]([C:26]5[CH:27]=[C:28]([CH:32]=[CH:33][CH:34]=5)[C:29]([OH:31])=[O:30])[C:21](=[O:35])[NH:20][C:19]=4[CH:18]=[C:17]3[Cl:36])=[CH:14][CH:15]=2)[N:9]=1. The catalyst class is: 24.